Dataset: Peptide-MHC class II binding affinity with 134,281 pairs from IEDB. Task: Regression. Given a peptide amino acid sequence and an MHC pseudo amino acid sequence, predict their binding affinity value. This is MHC class II binding data. (1) The peptide sequence is AFLIGANYLGKPKEQ. The MHC is DRB5_0101 with pseudo-sequence DRB5_0101. The binding affinity (normalized) is 0.532. (2) The peptide sequence is AFIYKLLELLAERDD. The MHC is DRB1_1101 with pseudo-sequence DRB1_1101. The binding affinity (normalized) is 0.322. (3) The MHC is DRB1_1302 with pseudo-sequence DRB1_1302. The peptide sequence is AAGAATTAAGAASGA. The binding affinity (normalized) is 0. (4) The peptide sequence is EAAVKQAYAATVAAA. The MHC is HLA-DQA10501-DQB10201 with pseudo-sequence HLA-DQA10501-DQB10201. The binding affinity (normalized) is 0.314. (5) The peptide sequence is FDKYGATISATPESA. The MHC is HLA-DPA10301-DPB10402 with pseudo-sequence HLA-DPA10301-DPB10402. The binding affinity (normalized) is 0.506. (6) The peptide sequence is RNTQIFKTNTQTDR. The MHC is DRB1_1501 with pseudo-sequence DRB1_1501. The binding affinity (normalized) is 0.556. (7) The peptide sequence is SDSWLKDSAIMVASD. The MHC is DRB1_0802 with pseudo-sequence DRB1_0802. The binding affinity (normalized) is 0.454.